Dataset: Full USPTO retrosynthesis dataset with 1.9M reactions from patents (1976-2016). Task: Predict the reactants needed to synthesize the given product. (1) Given the product [Cl:20][C:5]1[C:6]([NH:8][C:9]2[C:18]([F:19])=[CH:17][CH:16]=[CH:15][C:10]=2[C:11]([NH:13][CH3:14])=[O:12])=[N:7][C:2]([NH:21][C:22]2[CH:23]=[CH:24][C:25]3[CH2:31][CH2:30][CH2:29][NH:28][C:27](=[O:32])[C:26]=3[CH:33]=2)=[N:3][CH:4]=1, predict the reactants needed to synthesize it. The reactants are: Cl[C:2]1[N:7]=[C:6]([NH:8][C:9]2[C:18]([F:19])=[CH:17][CH:16]=[CH:15][C:10]=2[C:11]([NH:13][CH3:14])=[O:12])[C:5]([Cl:20])=[CH:4][N:3]=1.[NH2:21][C:22]1[CH:23]=[CH:24][C:25]2[CH2:31][CH2:30][CH2:29][NH:28][C:27](=[O:32])[C:26]=2[CH:33]=1.CC1(C)[C@]2(CS(O)(=O)=O)C(C[C@H]1CC2)=O. (2) Given the product [CH2:7]([C:9]1[CH:21]=[C:20]([S:22][CH2:23][C:24]2[S:28][C:27]([C:29]3[CH:34]=[CH:33][C:32]([C:35]([F:36])([F:38])[F:37])=[CH:31][CH:30]=3)=[N:26][C:25]=2[CH2:39][N:1]2[CH2:6][CH2:5][N:4]([C:20]3[CH:19]=[CH:18][C:10]([O:11][CH3:12])=[CH:9][CH:21]=3)[CH2:3][CH2:2]2)[CH:19]=[CH:18][C:10]=1[O:11][CH2:12][C:13]([O:15][CH2:16][CH3:17])=[O:14])[CH3:8], predict the reactants needed to synthesize it. The reactants are: [NH:1]1[CH2:6][CH2:5][NH:4][CH2:3][CH2:2]1.[CH2:7]([C:9]1[CH:21]=[C:20]([S:22][CH2:23][C:24]2[S:28][C:27]([C:29]3[CH:34]=[CH:33][C:32]([C:35]([F:38])([F:37])[F:36])=[CH:31][CH:30]=3)=[N:26][C:25]=2[CH2:39]O)[CH:19]=[CH:18][C:10]=1[O:11][CH2:12][C:13]([O:15][CH2:16][CH3:17])=[O:14])[CH3:8]. (3) Given the product [C:36]([N:39]1[CH2:44][CH2:43][N:42]([C:17]2[CH:16]=[C:15]([C:20]3[CH:25]=[CH:24][CH:23]=[CH:22][C:21]=3[CH3:26])[C:12]3[C:13](=[O:14])[N:7]([CH2:6][C:5]4[CH:27]=[C:28]([C:30]([F:33])([F:32])[F:31])[CH:29]=[C:3]([C:2]([F:1])([F:35])[F:34])[CH:4]=4)[CH2:8][CH2:9][O:10][C:11]=3[N:18]=2)[CH2:41][CH2:40]1)(=[O:38])[CH3:37], predict the reactants needed to synthesize it. The reactants are: [F:1][C:2]([F:35])([F:34])[C:3]1[CH:4]=[C:5]([CH:27]=[C:28]([C:30]([F:33])([F:32])[F:31])[CH:29]=1)[CH2:6][N:7]1[C:13](=[O:14])[C:12]2[C:15]([C:20]3[CH:25]=[CH:24][CH:23]=[CH:22][C:21]=3[CH3:26])=[CH:16][C:17](Cl)=[N:18][C:11]=2[O:10][CH2:9][CH2:8]1.[C:36]([N:39]1[CH2:44][CH2:43][NH:42][CH2:41][CH2:40]1)(=[O:38])[CH3:37]. (4) Given the product [CH2:1]([O:8][C:9]1[CH:10]=[CH:11][C:12]([C@@H:20]([O:23][Si:24]([C:27]([CH3:30])([CH3:29])[CH3:28])([CH3:26])[CH3:25])[CH2:21][NH:31][CH2:32][CH2:33][C:34]2[CH:39]=[CH:38][C:37]([OH:40])=[CH:36][CH:35]=2)=[C:13]2[C:18]=1[NH:17][C:16](=[O:19])[CH:15]=[CH:14]2)[C:2]1[CH:7]=[CH:6][CH:5]=[CH:4][CH:3]=1, predict the reactants needed to synthesize it. The reactants are: [CH2:1]([O:8][C:9]1[CH:10]=[CH:11][C:12]([C@@H:20]([O:23][Si:24]([C:27]([CH3:30])([CH3:29])[CH3:28])([CH3:26])[CH3:25])[CH2:21]Br)=[C:13]2[C:18]=1[NH:17][C:16](=[O:19])[CH:15]=[CH:14]2)[C:2]1[CH:7]=[CH:6][CH:5]=[CH:4][CH:3]=1.[NH2:31][CH2:32][CH2:33][C:34]1[CH:39]=[CH:38][C:37]([OH:40])=[CH:36][CH:35]=1. (5) Given the product [F:17][C:10]1([C:13]([O:15][CH3:16])=[O:14])[CH2:11][CH2:12][N:8]([C:26]([O:28][C:29]([CH3:30])([CH3:31])[CH3:32])=[O:27])[CH2:9]1, predict the reactants needed to synthesize it. The reactants are: C([N:8]1[CH2:12][CH2:11][C:10]([F:17])([C:13]([O:15][CH3:16])=[O:14])[CH2:9]1)C1C=CC=CC=1.[CH3:30][C:29]([O:28][C:26](O[C:26]([O:28][C:29]([CH3:32])([CH3:31])[CH3:30])=[O:27])=[O:27])([CH3:32])[CH3:31].[H][H]. (6) Given the product [C:1]([O:9][C@H:10]1[CH2:15][CH2:14][C:13](=[O:16])[CH2:12][C@@H:11]1[C:17]1[N:21]([CH2:22][O:23][CH2:24][CH2:25][O:26][CH3:27])[N:20]=[CH:19][CH:18]=1)(=[O:8])[C:2]1[CH:3]=[CH:4][CH:5]=[CH:6][CH:7]=1, predict the reactants needed to synthesize it. The reactants are: [C:1]([O:9][C@H:10]1[CH2:15][CH2:14][C@H:13]([OH:16])[CH2:12][C@@H:11]1[C:17]1[N:21]([CH2:22][O:23][CH2:24][CH2:25][O:26][CH3:27])[N:20]=[CH:19][CH:18]=1)(=[O:8])[C:2]1[CH:7]=[CH:6][CH:5]=[CH:4][CH:3]=1.CC(OI1(OC(C)=O)(OC(C)=O)OC(=O)C2C=CC=CC1=2)=O. (7) Given the product [F:25][C:2]([F:1])([F:24])[O:3][C:4]1[CH:5]=[CH:6][C:7]([N:10]2[CH:14]=[N:13][C:12]([C:15]3[CH:20]=[CH:19][C:18]([C:21](=[O:23])[CH3:22])=[CH:17][CH:16]=3)=[N:11]2)=[CH:8][CH:9]=1, predict the reactants needed to synthesize it. The reactants are: [F:1][C:2]([F:25])([F:24])[O:3][C:4]1[CH:9]=[CH:8][C:7]([N:10]2[CH:14]=[N:13][C:12]([C:15]3[CH:20]=[CH:19][C:18]([CH:21]([OH:23])[CH3:22])=[CH:17][CH:16]=3)=[N:11]2)=[CH:6][CH:5]=1.C(N(CC)CC)C.N1C=CC=CC=1.S(=O)(=O)=O.